From a dataset of Reaction yield outcomes from USPTO patents with 853,638 reactions. Predict the reaction yield, written as a fraction of the theoretical maximum amount of product (1.0 means a 100% yield; for example, 0.34 means a 34% yield). (1) The product is [C:1]([Si:5]([CH3:7])([CH3:6])[O:8][C:9]1[CH:14]=[CH:13][C:12]([F:15])=[C:11]([CH:10]=1)[CH:24]=[O:25])([CH3:4])([CH3:2])[CH3:3]. The yield is 0.600. The catalyst is C1COCC1. The reactants are [C:1]([Si:5]([O:8][C:9]1[CH:14]=[CH:13][C:12]([F:15])=[CH:11][CH:10]=1)([CH3:7])[CH3:6])([CH3:4])([CH3:3])[CH3:2].C([Li])(CC)C.CN([CH:24]=[O:25])C. (2) The reactants are [CH3:1][C:2]1[C:6]([C:7]2[CH:16]=[C:15]3[C:10]([C:11]([NH:18][CH:19]([CH3:23])[CH2:20][O:21][CH3:22])=[C:12]([NH2:17])[CH:13]=[N:14]3)=[CH:9][C:8]=2[O:24][CH3:25])=[C:5]([CH3:26])[O:4][N:3]=1.[N:27]([CH2:30][CH3:31])=[C:28]=S. No catalyst specified. The product is [CH3:1][C:2]1[C:6]([C:7]2[C:8]([O:24][CH3:25])=[CH:9][C:10]3[C:11]4[N:18]([CH:19]([CH3:23])[CH2:20][O:21][CH3:22])[C:28]([NH:27][CH2:30][CH3:31])=[N:17][C:12]=4[CH:13]=[N:14][C:15]=3[CH:16]=2)=[C:5]([CH3:26])[O:4][N:3]=1. The yield is 0.520. (3) The reactants are F[C:2]1[CH:7]=[CH:6][C:5]([C:8]2[O:9][C:10]3[CH:16]=[CH:15][CH:14]=[CH:13][C:11]=3[N:12]=2)=[CH:4][C:3]=1[N+:17]([O-])=O.[NH2:20][CH:21]1[C:30]2[C:25](=[CH:26][CH:27]=[CH:28][CH:29]=2)[CH2:24][CH2:23][CH2:22]1.C(N(CC)CC)C.[H][H]. The catalyst is C(#N)C.[C].[Pd].O. The product is [CH:21]1([NH:20][C:2]2[CH:7]=[CH:6][C:5]([C:8]3[O:9][C:10]4[CH:16]=[CH:15][CH:14]=[CH:13][C:11]=4[N:12]=3)=[CH:4][C:3]=2[NH2:17])[C:30]2[C:25](=[CH:26][CH:27]=[CH:28][CH:29]=2)[CH2:24][CH2:23][CH2:22]1. The yield is 0.840. (4) The reactants are [C:1]1(=[O:16])[C:14]2[C:5](=[CH:6][C:7]3[C:12]([CH:13]=2)=[CH:11][CH:10]=[CH:9][CH:8]=3)[C:4](=[O:15])[CH:3]=[CH:2]1.S(S([O-])=O)([O-])=O.[Na+].[Na+]. The catalyst is O.O1CCOCC1.C(Cl)(Cl)Cl.CS(C)=O.CN(C=O)C. The product is [OH:15][C:4]1[C:5]2[C:14](=[CH:13][C:12]3[C:7]([CH:6]=2)=[CH:8][CH:9]=[CH:10][CH:11]=3)[C:1]([OH:16])=[CH:2][CH:3]=1. The yield is 0.870. (5) The product is [C:1]([CH:3]1[CH2:6][N:5]([C:7](=[O:43])[C@H:8]([NH:10][C:11]([C:13]2[C:21]3[C:16](=[N:17][CH:18]=[C:19]([C:22]4[C:30]5[C:25](=[CH:26][C:27]([Cl:31])=[CH:28][CH:29]=5)[N:24]([CH2:32][CH2:33][CH3:34])[N:23]=4)[N:20]=3)[N:15]([CH2:35][O:36][CH2:37][CH2:38][Si:39]([CH3:41])([CH3:40])[CH3:42])[CH:14]=2)=[O:12])[CH3:9])[CH2:4]1)#[N:2]. The catalyst is CO.[Pd]. The yield is 0.760. The reactants are [C:1]([CH:3]1[CH2:6][N:5]([C:7](=[O:43])[C@H:8]([NH:10][C:11]([C:13]2[C:21]3[C:16](=[N:17][CH:18]=[C:19]([C:22]4[C:30]5[C:25](=[CH:26][C:27]([Cl:31])=[CH:28][CH:29]=5)[N:24]([CH2:32][CH:33]=[CH2:34])[N:23]=4)[N:20]=3)[N:15]([CH2:35][O:36][CH2:37][CH2:38][Si:39]([CH3:42])([CH3:41])[CH3:40])[CH:14]=2)=[O:12])[CH3:9])[CH2:4]1)#[N:2]. (6) The reactants are [Cl:1][C:2]1[N:3]=[CH:4][NH:5][C:6]=1[Cl:7].[OH-].[K+].C(#N)C.Br[CH2:14][CH:15]1[O:20][C:19]2[CH:21]=[CH:22][CH:23]=[CH:24][C:18]=2[O:17][CH2:16]1. The catalyst is C(OCC)C. The product is [O:20]1[C:19]2[CH:21]=[CH:22][CH:23]=[CH:24][C:18]=2[O:17][CH2:16][CH:15]1[CH2:14][N:3]1[C:2]([Cl:1])=[C:6]([Cl:7])[N:5]=[CH:4]1. The yield is 0.520. (7) The reactants are [C:1](OC(=O)C)(=[O:3])[CH3:2].C(N[C@H](C(O)=O)CC(C)C)=O.[CH2:19]([NH:26][C:27](=[O:33])[C@H:28]([NH2:32])[CH2:29][O:30][CH3:31])[C:20]1[CH:25]=[CH:24][CH:23]=[CH:22][CH:21]=1.C(OC(C)C)(=O)C.C([O-])(=O)C.[Na+].[OH-].[Na+]. The catalyst is O. The product is [CH2:19]([NH:26][C:27](=[O:33])[C@H:28]([NH:32][C:1](=[O:3])[CH3:2])[CH2:29][O:30][CH3:31])[C:20]1[CH:25]=[CH:24][CH:23]=[CH:22][CH:21]=1. The yield is 0.850. (8) The reactants are C[O:2][C:3]([C:5]1[S:6][C:7]([CH2:19][CH3:20])=[C:8]([B:10]2[O:14][C:13]([CH3:16])([CH3:15])[C:12]([CH3:18])([CH3:17])[O:11]2)[CH:9]=1)=[O:4].[OH-].[Na+]. The catalyst is CO. The product is [CH2:19]([C:7]1[S:6][C:5]([C:3]([OH:4])=[O:2])=[CH:9][C:8]=1[B:10]1[O:14][C:13]([CH3:16])([CH3:15])[C:12]([CH3:17])([CH3:18])[O:11]1)[CH3:20]. The yield is 1.00. (9) The reactants are [CH2:1]([O:8][C:9]1[CH:14]=[CH:13][N:12]([C:15]2[CH:23]=[C:22]3[C:18]([C:19]4[CH2:28][CH2:27][N:26]([C:29]([C@@H:31]5[CH2:35][CH2:34][CH2:33][N:32]5C(OC(C)(C)C)=O)=[O:30])[CH2:25][C:20]=4[N:21]3[CH3:24])=[CH:17][CH:16]=2)[C:11](=[O:43])[CH:10]=1)[C:2]1[CH:7]=[CH:6][CH:5]=[CH:4][CH:3]=1.[ClH:44]. The catalyst is CO.CCOCC. The product is [ClH:44].[CH2:1]([O:8][C:9]1[CH:14]=[CH:13][N:12]([C:15]2[CH:23]=[C:22]3[C:18]([C:19]4[CH2:28][CH2:27][N:26]([C:29]([C@@H:31]5[CH2:35][CH2:34][CH2:33][NH:32]5)=[O:30])[CH2:25][C:20]=4[N:21]3[CH3:24])=[CH:17][CH:16]=2)[C:11](=[O:43])[CH:10]=1)[C:2]1[CH:3]=[CH:4][CH:5]=[CH:6][CH:7]=1. The yield is 0.850. (10) The reactants are [Cl:1][C:2]1[CH:7]=[CH:6][C:5]([C:8]2([OH:14])[CH2:13][CH2:12][NH:11][CH2:10][CH2:9]2)=[C:4]([CH3:15])[CH:3]=1.N1C(C)=CC=CC=1C.[I-].[K+].Br[CH2:27][CH2:28][CH:29]=[C:30]1[C:36]2[CH:37]=[CH:38][CH:39]=[N:40][C:35]=2[CH2:34][O:33][C:32]2[CH:41]=[CH:42][C:43]([C:45]([OH:48])([CH3:47])[CH3:46])=[CH:44][C:31]1=2. The catalyst is C(O)(C)C. The product is [Cl:1][C:2]1[CH:7]=[CH:6][C:5]([C:8]2([OH:14])[CH2:9][CH2:10][N:11]([CH2:27][CH2:28][CH:29]=[C:30]3[C:36]4[CH:37]=[CH:38][CH:39]=[N:40][C:35]=4[CH2:34][O:33][C:32]4[CH:41]=[CH:42][C:43]([C:45]([OH:48])([CH3:47])[CH3:46])=[CH:44][C:31]3=4)[CH2:12][CH2:13]2)=[C:4]([CH3:15])[CH:3]=1. The yield is 0.360.